The task is: Predict the reaction yield, written as a fraction of the theoretical maximum amount of product (1.0 means a 100% yield; for example, 0.34 means a 34% yield).. This data is from Reaction yield outcomes from USPTO patents with 853,638 reactions. (1) The reactants are [OH:1][C@H:2]([CH2:16][CH2:17][CH2:18][CH2:19][CH2:20][CH3:21])[CH2:3]/[CH:4]=[CH:5]\[CH2:6][CH2:7][CH2:8][CH2:9][CH2:10][CH2:11][CH2:12][C:13]([OH:15])=O.CN(C(ON1N=NC2C=CC=NC1=2)=[N+](C)C)C.F[P-](F)(F)(F)(F)F.[CH:46]1[C:51]([OH:52])=[CH:50][C:49]2[C:53]([CH2:56][CH2:57][NH2:58])=[CH:54][NH:55][C:48]=2[CH:47]=1.Cl.O. The catalyst is N1C=CC=CC=1. The product is [OH:1][C@@H:2]([CH2:16][CH2:17][CH2:18][CH2:19][CH2:20][CH3:21])[CH2:3]/[CH:4]=[CH:5]\[CH2:6][CH2:7][CH2:8][CH2:9][CH2:10][CH2:11][CH2:12][C:13]([NH:58][CH2:57][CH2:56][C:53]1[C:49]2[C:48](=[CH:47][CH:46]=[C:51]([OH:52])[CH:50]=2)[NH:55][CH:54]=1)=[O:15]. The yield is 0.500. (2) The reactants are [CH3:1][N:2]([CH3:18])[CH:3]1[C:12]2[CH2:11][O:10][C:9]([CH:13]=[CH2:14])=[CH:8][C:7]3=[CH:15][NH:16][CH:17]=[C:5]([C:6]=23)[CH2:4]1. The catalyst is CO.[H][H].[Pd]. The product is [CH2:13]([C:9]1[O:10][CH2:11][C:12]2[CH:3]([N:2]([CH3:1])[CH3:18])[CH2:4][C:5]3=[CH:17][NH:16][CH:15]=[C:7]([C:6]=23)[CH:8]=1)[CH3:14]. The yield is 0.990. (3) The reactants are [NH2:1][C:2]1[CH:7]=[C:6]([Cl:8])[CH:5]=[CH:4][C:3]=1[SH:9].Br[CH2:11][CH2:12][C:13]1[C:14]([CH3:19])=[N:15][NH:16][C:17]=1[CH3:18].C([O-])([O-])=O.[K+].[K+]. The catalyst is CN(C=O)C. The product is [Cl:8][C:6]1[CH:5]=[CH:4][C:3]([S:9][CH2:11][CH2:12][C:13]2[C:14]([CH3:19])=[N:15][NH:16][C:17]=2[CH3:18])=[C:2]([NH2:1])[CH:7]=1. The yield is 0.740. (4) The reactants are [C:1]1([C@H:7]2[CH2:11][O:10][C:9](=[O:12])[NH:8]2)[CH:6]=[CH:5][CH:4]=[CH:3][CH:2]=1.C([Li])CCC.[C:18](Cl)(=[O:27])/[CH:19]=[CH:20]/[C:21]1[CH:26]=[CH:25][CH:24]=[CH:23][CH:22]=1. The catalyst is C1COCC1. The product is [C:1]1([C@H:7]2[CH2:11][O:10][C:9](=[O:12])[N:8]2[C:18](=[O:27])/[CH:19]=[CH:20]/[C:21]2[CH:26]=[CH:25][CH:24]=[CH:23][CH:22]=2)[CH:2]=[CH:3][CH:4]=[CH:5][CH:6]=1. The yield is 0.970. (5) The reactants are [CH2:1]([O:3][CH:4]([O:18][CH2:19][CH3:20])[P:5]([CH2:10][CH:11]([F:17])[C:12](OCC)=[O:13])([O:7][CH2:8][CH3:9])=[O:6])[CH3:2].[NH4+:21]. The catalyst is C(O)C. The product is [NH2:21][C:12](=[O:13])[CH:11]([F:17])[CH2:10][P:5]([CH:4]([O:18][CH2:19][CH3:20])[O:3][CH2:1][CH3:2])(=[O:6])[O:7][CH2:8][CH3:9]. The yield is 0.270. (6) The reactants are [Si:1]([O:8][CH2:9][CH2:10][CH2:11][CH2:12][CH2:13][CH2:14][C:15]#[CH:16])([C:4]([CH3:7])([CH3:6])[CH3:5])([CH3:3])[CH3:2].C([Li])CCC.[CH3:22][O:23][C:24]1[CH:33]=[C:32]2[C:27]([C:28](=[O:43])[C:29]([C:35]3[CH:40]=[CH:39][C:38]([O:41][CH3:42])=[CH:37][CH:36]=3)([CH3:34])[CH2:30][S:31]2)=[CH:26][CH:25]=1.O. The catalyst is O1CCCC1. The product is [Si:1]([O:8][CH2:9][CH2:10][CH2:11][CH2:12][CH2:13][CH2:14][C:15]#[C:16][C:28]1([OH:43])[C:27]2[C:32](=[CH:33][C:24]([O:23][CH3:22])=[CH:25][CH:26]=2)[S:31][CH2:30][C:29]1([C:35]1[CH:36]=[CH:37][C:38]([O:41][CH3:42])=[CH:39][CH:40]=1)[CH3:34])([C:4]([CH3:5])([CH3:6])[CH3:7])([CH3:3])[CH3:2]. The yield is 0.993. (7) The reactants are [Cl:1][C:2]1[N:7]=[C:6]([CH2:8][C:9]2[CH:14]=[CH:13][C:12]([Cl:15])=[CH:11][CH:10]=2)[CH:5]=[C:4]([C:16]([CH3:23])([O:18][Si](C)(C)C)[CH3:17])[N:3]=1.O.C1(C)C=CC(S(O)(=O)=O)=CC=1. The catalyst is O1CCCC1.C(OCC)(=O)C. The product is [Cl:1][C:2]1[N:3]=[C:4]([C:16]([OH:18])([CH3:23])[CH3:17])[CH:5]=[C:6]([CH2:8][C:9]2[CH:10]=[CH:11][C:12]([Cl:15])=[CH:13][CH:14]=2)[N:7]=1. The yield is 0.770. (8) The reactants are Br[C:2]1[C:11]2[C:6](=[CH:7][CH:8]=[CH:9][CH:10]=2)[C:5]([NH:12][C:13]2[CH:18]=[CH:17][C:16]([C:19]([CH3:22])([CH3:21])[CH3:20])=[CH:15][CH:14]=2)=[N:4][CH:3]=1.[Li]CCCC.CCCCCC.C[O:35][C:36](=O)[CH2:37][O:38][Si](C(C)(C)C)(C)C. The catalyst is C1COCC1. The product is [C:19]([C:16]1[CH:17]=[CH:18][C:13]([NH:12][C:5]2[C:6]3[C:11](=[CH:10][CH:9]=[CH:8][CH:7]=3)[C:2]([C:36](=[O:35])[CH2:37][OH:38])=[CH:3][N:4]=2)=[CH:14][CH:15]=1)([CH3:22])([CH3:21])[CH3:20]. The yield is 0.330. (9) The reactants are [N:1]1[CH:6]=[CH:5][C:4]([C:7]2[NH:11][C:10]([SH:12])=[N:9][CH:8]=2)=[CH:3][CH:2]=1.[OH:13][C:14]1[C:21]([O:22][CH3:23])=[CH:20][C:17]([CH:18]=O)=[CH:16][C:15]=1[O:24][CH3:25].Cl[CH2:27][C:28](O)=[O:29].C([O-])(=O)C.[Na+]. The catalyst is O.C(O)(=O)C. The product is [OH:13][C:14]1[C:21]([O:22][CH3:23])=[CH:20][C:17](/[CH:18]=[C:27]2/[C:28](=[O:29])[N:9]3[CH:8]=[C:7]([C:4]4[CH:3]=[CH:2][N:1]=[CH:6][CH:5]=4)[N:11]=[C:10]3[S:12]/2)=[CH:16][C:15]=1[O:24][CH3:25]. The yield is 0.130.